Dataset: NCI-60 drug combinations with 297,098 pairs across 59 cell lines. Task: Regression. Given two drug SMILES strings and cell line genomic features, predict the synergy score measuring deviation from expected non-interaction effect. Drug 1: CC(C1=C(C=CC(=C1Cl)F)Cl)OC2=C(N=CC(=C2)C3=CN(N=C3)C4CCNCC4)N. Drug 2: C1=CC(=CC=C1CC(C(=O)O)N)N(CCCl)CCCl.Cl. Cell line: SNB-19. Synergy scores: CSS=20.4, Synergy_ZIP=-3.57, Synergy_Bliss=3.65, Synergy_Loewe=-0.446, Synergy_HSA=0.586.